From a dataset of Forward reaction prediction with 1.9M reactions from USPTO patents (1976-2016). Predict the product of the given reaction. (1) The product is: [OH:26][C@H:13]1[CH2:14][C@@:15]2([CH3:25])[C@@H:16]([CH2:17][CH2:18][C:19]2=[O:24])[C@H:11]2[C@H:12]1[C@:2]1([CH3:1])[C:8]([CH2:9][CH2:10]2)=[CH:7][C:5](=[O:6])[CH2:4][CH2:3]1. Given the reactants [CH3:1][C@@:2]12[C@H:12]3[C@@H:13]([OH:26])[CH2:14][C@:15]4([CH3:25])[C@@:19]([OH:24])(C(CO)=O)[CH2:18][CH2:17][C@H:16]4[C@@H:11]3[CH2:10][CH2:9][C:8]1=[CH:7][C:5](=[O:6])[CH2:4][CH2:3]2.[O-][Bi](=O)=O.[Na+], predict the reaction product. (2) Given the reactants [CH2:1]([C:8]1[S:12][C:11]([NH2:13])=[N:10][C:9]=1[C:14]1[CH:19]=[CH:18][C:17]([O:20][CH3:21])=[CH:16][CH:15]=1)[C:2]1[CH:7]=[CH:6][CH:5]=[CH:4][CH:3]=1.[CH3:22][O:23][C:24]1[CH:25]=[C:26]([CH2:32][CH2:33][C:34](Cl)=[O:35])[CH:27]=[CH:28][C:29]=1[O:30][CH3:31], predict the reaction product. The product is: [CH2:1]([C:8]1[S:12][C:11]([NH:13][C:34](=[O:35])[CH2:33][CH2:32][C:26]2[CH:27]=[CH:28][C:29]([O:30][CH3:31])=[C:24]([O:23][CH3:22])[CH:25]=2)=[N:10][C:9]=1[C:14]1[CH:15]=[CH:16][C:17]([O:20][CH3:21])=[CH:18][CH:19]=1)[C:2]1[CH:3]=[CH:4][CH:5]=[CH:6][CH:7]=1. (3) Given the reactants [NH2:1][C:2]1[C:3]([C:7]([OH:9])=[O:8])=[N:4][S:5][CH:6]=1.C(N(CC)CC)C.[Cl:17][C:18]1[CH:26]=[CH:25][CH:24]=[C:23]([Cl:27])[C:19]=1[C:20](Cl)=[O:21], predict the reaction product. The product is: [Cl:17][C:18]1[CH:26]=[CH:25][CH:24]=[C:23]([Cl:27])[C:19]=1[C:20]([NH:1][C:2]1[C:3]([C:7]([OH:9])=[O:8])=[N:4][S:5][CH:6]=1)=[O:21]. (4) The product is: [S:1]1[CH:5]=[CH:4][C:3]2[CH2:6][CH:7]([OH:9])[CH2:8][C:2]1=2. Given the reactants [S:1]1[CH:5]=[CH:4][C:3]2[CH2:6][C:7](=[O:9])[CH2:8][C:2]1=2.[H-].[Al+3].[Li+].[H-].[H-].[H-].C(OCC)(=O)C, predict the reaction product. (5) Given the reactants Br[C:2]1[C:3]([C:29]([O:31][CH3:32])=[O:30])=[CH:4][C:5]([O:8][C@@H:9]2[CH2:14][CH2:13][C@@H:12]([CH3:15])[N:11]([C:16]([C:18]3[CH:23]=[CH:22][CH:21]=[CH:20][C:19]=3[N:24]3[N:28]=[CH:27][CH:26]=[N:25]3)=[O:17])[CH2:10]2)=[N:6][CH:7]=1.[CH3:33][Zn]C, predict the reaction product. The product is: [CH3:33][C:2]1[C:3]([C:29]([O:31][CH3:32])=[O:30])=[CH:4][C:5]([O:8][C@@H:9]2[CH2:14][CH2:13][C@@H:12]([CH3:15])[N:11]([C:16]([C:18]3[CH:23]=[CH:22][CH:21]=[CH:20][C:19]=3[N:24]3[N:28]=[CH:27][CH:26]=[N:25]3)=[O:17])[CH2:10]2)=[N:6][CH:7]=1. (6) Given the reactants C(OC(=O)[NH:7][C@H:8]1[CH2:11][C@@H:10]([NH:12][C:13]2[C:18]([C:19]#[N:20])=[CH:17][N:16]=[C:15]([NH:21][CH2:22][CH2:23][C:24]3[CH:29]=[CH:28][CH:27]=[C:26]([Cl:30])[CH:25]=3)[N:14]=2)[C:9]1([CH3:32])[CH3:31])(C)(C)C.C(O)(C(F)(F)F)=O, predict the reaction product. The product is: [NH2:7][C@@H:8]1[CH2:11][C@H:10]([NH:12][C:13]2[C:18]([C:19]#[N:20])=[CH:17][N:16]=[C:15]([NH:21][CH2:22][CH2:23][C:24]3[CH:29]=[CH:28][CH:27]=[C:26]([Cl:30])[CH:25]=3)[N:14]=2)[C:9]1([CH3:32])[CH3:31]. (7) Given the reactants [F:1][C:2]([F:22])([F:21])[C:3]1[C:4]([N:11]2[CH2:16][CH2:15][CH:14]([C:17]([F:20])([F:19])[F:18])[CH2:13][CH2:12]2)=[CH:5][C:6]([C:9]#[N:10])=[N:7][CH:8]=1.[ClH:23], predict the reaction product. The product is: [ClH:23].[F:22][C:2]([F:1])([F:21])[C:3]1[C:4]([N:11]2[CH2:16][CH2:15][CH:14]([C:17]([F:19])([F:20])[F:18])[CH2:13][CH2:12]2)=[CH:5][C:6]([CH2:9][NH2:10])=[N:7][CH:8]=1. (8) Given the reactants FC(F)(F)C(O)=O.[NH2:8][C:9]1[C:14]([C:15]([C:17]2[CH:22]=[CH:21][CH:20]=[CH:19][C:18]=2[O:23][CH3:24])=[O:16])=[CH:13][N:12]=[C:11]([NH:25][CH:26]2[CH2:31][CH2:30][NH:29][CH2:28][CH2:27]2)[N:10]=1.[CH2:32]([O:35][C:36](Cl)=[O:37])[CH2:33][CH3:34], predict the reaction product. The product is: [CH2:32]([O:35][C:36]([N:29]1[CH2:30][CH2:31][CH:26]([NH:25][C:11]2[N:10]=[C:9]([NH2:8])[C:14]([C:15](=[O:16])[C:17]3[CH:22]=[CH:21][CH:20]=[CH:19][C:18]=3[O:23][CH3:24])=[CH:13][N:12]=2)[CH2:27][CH2:28]1)=[O:37])[CH2:33][CH3:34].